Dataset: Reaction yield outcomes from USPTO patents with 853,638 reactions. Task: Predict the reaction yield, written as a fraction of the theoretical maximum amount of product (1.0 means a 100% yield; for example, 0.34 means a 34% yield). (1) The reactants are [C:1]([NH:8][C@H:9]([C:14]([OH:16])=O)[CH2:10][CH2:11][S:12][CH3:13])([O:3][C:4]([CH3:7])([CH3:6])[CH3:5])=[O:2].N1(OC(N(C)C)=[N+](C)C)C2C=CC=CC=2N=N1.F[P-](F)(F)(F)(F)F.Cl.[CH2:42]([O:49][C:50]1[CH:56]=[CH:55][C:53]([NH2:54])=[CH:52][CH:51]=1)[C:43]1[CH:48]=[CH:47][CH:46]=[CH:45][CH:44]=1.C(N(C(C)C)C(C)C)C.C(O)(=O)CC(CC(O)=O)(C(O)=O)O. The catalyst is ClCCl. The product is [C:4]([O:3][C:1](=[O:2])[NH:8][C@H:9]([C:14](=[O:16])[NH:54][C:53]1[CH:52]=[CH:51][C:50]([O:49][CH2:42][C:43]2[CH:44]=[CH:45][CH:46]=[CH:47][CH:48]=2)=[CH:56][CH:55]=1)[CH2:10][CH2:11][S:12][CH3:13])([CH3:5])([CH3:6])[CH3:7]. The yield is 0.825. (2) The product is [C:2]1([CH3:1])[CH:18]=[CH:17][C:5]([C:6]2[O:16][C:10]([C:11]([O:13][CH2:14][CH3:15])=[O:12])=[N:9][N:8]=2)=[CH:4][CH:3]=1. The yield is 0.930. The reactants are [CH3:1][C:2]1[CH:18]=[CH:17][C:5]([C:6]([NH:8][NH:9][C:10](=[O:16])[C:11]([O:13][CH2:14][CH3:15])=[O:12])=O)=[CH:4][CH:3]=1.N1C=CC=CC=1.S(Cl)(Cl)=O. The catalyst is C1(C)C=CC=CC=1.